Dataset: Forward reaction prediction with 1.9M reactions from USPTO patents (1976-2016). Task: Predict the product of the given reaction. (1) Given the reactants [C:1]([CH2:3][CH2:4][N:5]([CH2:10][CH2:11][CH2:12][CH:13]1[O:18][CH2:17][C:16]2([CH2:23][O:22][CH:21]([CH2:24][CH2:25][CH2:26][N:27]([CH2:32][CH2:33][C:34]#[N:35])[CH2:28][CH2:29][C:30]#[N:31])[O:20][CH2:19]2)[CH2:15][O:14]1)[CH2:6][CH2:7][C:8]#[N:9])#[N:2].[H][H], predict the reaction product. The product is: [NH2:2][CH2:1][CH2:3][CH2:4][N:5]([CH2:10][CH2:11][CH2:12][CH:13]1[O:18][CH2:17][C:16]2([CH2:23][O:22][CH:21]([CH2:24][CH2:25][CH2:26][N:27]([CH2:28][CH2:29][CH2:30][NH2:31])[CH2:32][CH2:33][CH2:34][NH2:35])[O:20][CH2:19]2)[CH2:15][O:14]1)[CH2:6][CH2:7][CH2:8][NH2:9]. (2) Given the reactants [CH3:1][N:2]([CH3:21])[C:3]1([C:15]2[CH:20]=[CH:19][CH:18]=[CH:17][CH:16]=2)[CH2:8][CH2:7][C:6](=[O:9])[CH:5](C2SC=CC=2)[CH2:4]1.[CH:22]1[CH:23]=[CH:24][C:25]2[NH:30][CH:29]=[C:28]([CH2:31][CH2:32]O)[C:26]=2[CH:27]=1.C[Si](O[S:39]([C:42](F)(F)F)(=O)=O)(C)C.[OH-].[Na+], predict the reaction product. The product is: [CH3:1][N:2]([CH3:21])[C:3]1([C:15]2[CH:16]=[CH:17][CH:18]=[CH:19][CH:20]=2)[CH2:8][CH2:7][C:6]2([C:29]3[NH:30][C:25]4[C:26]([C:28]=3[CH2:31][CH2:32][O:9]2)=[CH:27][CH:22]=[CH:23][CH:24]=4)[CH:5]([S:39][C:42]2[CH:7]=[CH:8][CH:3]=[CH:4][CH:5]=2)[CH2:4]1. (3) Given the reactants Cl.[NH2:2][OH:3].O.C([O-])(O)=O.[Na+].[CH:10]1([C@H:14]([NH:16][C:17]2[N:25]=[C:24]([C:26]#[N:27])[N:23]=[C:22]3[C:18]=2[N:19]([CH2:38][C@H:39]2[CH2:44][CH2:43][C@H:42]([CH3:45])[CH2:41][CH2:40]2)[C:20]([N:28]2[CH2:33][CH2:32][CH2:31][CH2:30][CH:29]2[CH2:34][CH:35]([CH3:37])[CH3:36])=[N:21]3)[CH3:15])[CH2:13][CH2:12][CH2:11]1, predict the reaction product. The product is: [CH:10]1([C@H:14]([NH:16][C:17]2[N:25]=[C:24]([C:26](=[N:2][OH:3])[NH2:27])[N:23]=[C:22]3[C:18]=2[N:19]([CH2:38][C@H:39]2[CH2:44][CH2:43][C@H:42]([CH3:45])[CH2:41][CH2:40]2)[C:20]([N:28]2[CH2:33][CH2:32][CH2:31][CH2:30][CH:29]2[CH2:34][CH:35]([CH3:36])[CH3:37])=[N:21]3)[CH3:15])[CH2:11][CH2:12][CH2:13]1. (4) Given the reactants [C:1]([C:3]1[CH:4]=[CH:5][C:6]([C@@H:13]2[C:18]([C:19]#[N:20])=[C:17]([CH3:21])[N:16]([C:22]3[CH:27]=[CH:26][CH:25]=[C:24]([C:28]([F:31])([F:30])[F:29])[CH:23]=3)[C:15](=[O:32])[NH:14]2)=[C:7]([S:9](Cl)(=[O:11])=[O:10])[CH:8]=1)#[N:2].[NH:33]1[CH2:38][CH2:37][O:36][CH2:35][CH2:34]1, predict the reaction product. The product is: [C:1]([C:3]1[CH:4]=[CH:5][C:6]([C@@H:13]2[C:18]([C:19]#[N:20])=[C:17]([CH3:21])[N:16]([C:22]3[CH:27]=[CH:26][CH:25]=[C:24]([C:28]([F:31])([F:30])[F:29])[CH:23]=3)[C:15](=[O:32])[NH:14]2)=[C:7]([S:9]([N:33]2[CH2:38][CH2:37][O:36][CH2:35][CH2:34]2)(=[O:11])=[O:10])[CH:8]=1)#[N:2].